Dataset: Forward reaction prediction with 1.9M reactions from USPTO patents (1976-2016). Task: Predict the product of the given reaction. (1) Given the reactants [OH:1][C:2]1[CH:9]=[CH:8][C:5]([CH:6]=[O:7])=[CH:4][C:3]=1[N+:10]([O-:12])=[O:11].[CH2:13](Br)[C:14]1[CH:19]=[CH:18][CH:17]=[CH:16][CH:15]=1.C([O-])([O-])=O.[K+].[K+], predict the reaction product. The product is: [CH2:13]([O:1][C:2]1[CH:9]=[CH:8][C:5]([CH:6]=[O:7])=[CH:4][C:3]=1[N+:10]([O-:12])=[O:11])[C:14]1[CH:19]=[CH:18][CH:17]=[CH:16][CH:15]=1. (2) Given the reactants [Br:1][C:2]1[CH:3]=[C:4]2[C:8](=[CH:9][CH:10]=1)[CH2:7][CH:6]([NH2:11])[CH2:5]2.[C@@:12]12([CH2:22][S:23]([OH:26])(=[O:25])=[O:24])[C:19]([CH3:21])([CH3:20])[CH:16]([CH2:17][CH2:18]1)[CH2:15][C:13]2=[O:14], predict the reaction product. The product is: [Br:1][C:2]1[CH:3]=[C:4]2[C:8](=[CH:9][CH:10]=1)[CH2:7][C@H:6]([NH2:11])[CH2:5]2.[C@@:12]12([CH2:22][S:23]([OH:26])(=[O:24])=[O:25])[C:19]([CH3:21])([CH3:20])[CH:16]([CH2:17][CH2:18]1)[CH2:15][C:13]2=[O:14].[Br:1][C:2]1[CH:3]=[C:4]2[C:8](=[CH:9][CH:10]=1)[CH2:7][C@H:6]([NH2:11])[CH2:5]2. (3) Given the reactants [OH:1][C:2]1[CH:3]=[C:4]([CH:7]=[CH:8][C:9]=1[OH:10])[CH:5]=[O:6].C(=O)([O-])[O-].[K+].[K+].Cl[CH:18]([F:20])[F:19], predict the reaction product. The product is: [F:19][CH:18]([F:20])[O:10][C:9]1[CH:8]=[CH:7][C:4]([CH:5]=[O:6])=[CH:3][C:2]=1[OH:1]. (4) Given the reactants [Cl:1][C:2]1[C:11]2[C:6](=[CH:7][C:8]([O:14][CH2:15][CH:16]3[CH2:21][CH2:20][N:19]([CH3:22])[CH2:18][CH2:17]3)=[C:9]([O:12][CH3:13])[CH:10]=2)[N:5]=[CH:4][N:3]=1.[NH2:23][C:24]1[CH:25]=[C:26]2[C:30](=[CH:31][CH:32]=1)[NH:29][CH:28]=[CH:27]2, predict the reaction product. The product is: [ClH:1].[NH:29]1[C:30]2[C:26](=[CH:25][C:24]([NH:23][C:2]3[C:11]4[C:6](=[CH:7][C:8]([O:14][CH2:15][CH:16]5[CH2:21][CH2:20][N:19]([CH3:22])[CH2:18][CH2:17]5)=[C:9]([O:12][CH3:13])[CH:10]=4)[N:5]=[CH:4][N:3]=3)=[CH:32][CH:31]=2)[CH:27]=[CH:28]1. (5) Given the reactants [CH3:1][C:2]1[CH2:3][N:4]([C:13]([O:15][C:16]([CH3:19])([CH3:18])[CH3:17])=[O:14])[CH2:5][CH2:6][C:7]=1[O:8][Si](C)(C)C.[B-](F)(F)(F)[F:21].[B-](F)(F)(F)F.C1[N+]2(CCl)CC[N+](F)(CC2)C1, predict the reaction product. The product is: [F:21][C:2]1([CH3:1])[C:7](=[O:8])[CH2:6][CH2:5][N:4]([C:13]([O:15][C:16]([CH3:19])([CH3:18])[CH3:17])=[O:14])[CH2:3]1.